Dataset: Peptide-MHC class I binding affinity with 185,985 pairs from IEDB/IMGT. Task: Regression. Given a peptide amino acid sequence and an MHC pseudo amino acid sequence, predict their binding affinity value. This is MHC class I binding data. (1) The peptide sequence is RSLYNTVAVLY. The MHC is HLA-A02:03 with pseudo-sequence HLA-A02:03. The binding affinity (normalized) is 0.333. (2) The peptide sequence is IQYPLWWGH. The binding affinity (normalized) is 0.0847. The MHC is HLA-A69:01 with pseudo-sequence HLA-A69:01. (3) The peptide sequence is VRLVFNLVK. The binding affinity (normalized) is 0.574. The MHC is Mamu-B08 with pseudo-sequence Mamu-B08. (4) The peptide sequence is LYKTIVNIW. The MHC is HLA-A02:03 with pseudo-sequence HLA-A02:03. The binding affinity (normalized) is 0.0847. (5) The peptide sequence is KSLTTTMQFK. The MHC is HLA-B08:01 with pseudo-sequence HLA-B08:01. The binding affinity (normalized) is 0.0847. (6) The peptide sequence is ADNMITEML. The MHC is HLA-B40:02 with pseudo-sequence HLA-B40:02. The binding affinity (normalized) is 0.329. (7) The peptide sequence is FTENGPWMY. The MHC is HLA-B58:01 with pseudo-sequence HLA-B58:01. The binding affinity (normalized) is 0.0847. (8) The peptide sequence is QYGWSYFHE. The MHC is Mamu-B52 with pseudo-sequence Mamu-B52. The binding affinity (normalized) is 0.357.